Task: Predict the reactants needed to synthesize the given product.. Dataset: Full USPTO retrosynthesis dataset with 1.9M reactions from patents (1976-2016) Given the product [CH3:36][O:35][C:33]([C@H:30]1[CH2:31][CH2:32][C@H:27]([CH2:26][NH:25][C:2]2[CH:3]=[C:4]([O:5][CH:6]3[CH2:11][CH2:10][CH2:9][CH2:8][O:7]3)[CH:12]=[CH:13][C:14]=2[N+:15]([O-:17])=[O:16])[CH2:28][CH2:29]1)=[O:34], predict the reactants needed to synthesize it. The reactants are: F[C:2]1[CH:3]=[C:4]([CH:12]=[CH:13][C:14]=1[N+:15]([O-:17])=[O:16])[O:5][CH:6]1[CH2:11][CH2:10][CH2:9][CH2:8][O:7]1.C([O-])([O-])=O.[K+].[K+].Cl.[NH2:25][CH2:26][C@H:27]1[CH2:32][CH2:31][C@H:30]([C:33]([O:35][CH3:36])=[O:34])[CH2:29][CH2:28]1.